From a dataset of Reaction yield outcomes from USPTO patents with 853,638 reactions. Predict the reaction yield, written as a fraction of the theoretical maximum amount of product (1.0 means a 100% yield; for example, 0.34 means a 34% yield). (1) The catalyst is CO.C(OC(C)C)(C)C. The reactants are [Cl:1][C:2]1[CH:7]=[CH:6][CH:5]=[CH:4][C:3]=1[CH2:8][CH2:9][CH:10]([O:33][CH:34]1[CH2:39][CH2:38][NH:37][CH2:36][CH2:35]1)[C:11]1[NH:32][C:14]2[N:15]=[C:16]([C:26]3[CH:31]=[CH:30][CH:29]=[CH:28][CH:27]=3)[N:17]=[C:18]([NH:19][CH2:20][CH2:21][NH:22][C:23](=[O:25])[CH3:24])[C:13]=2[CH:12]=1.[CH3:40][S:41]([OH:44])(=[O:43])=[O:42]. The yield is 0.880. The product is [CH3:40][S:41]([OH:44])(=[O:43])=[O:42].[Cl:1][C:2]1[CH:7]=[CH:6][CH:5]=[CH:4][C:3]=1[CH2:8][CH2:9][CH:10]([O:33][CH:34]1[CH2:35][CH2:36][NH:37][CH2:38][CH2:39]1)[C:11]1[NH:32][C:14]2[N:15]=[C:16]([C:26]3[CH:31]=[CH:30][CH:29]=[CH:28][CH:27]=3)[N:17]=[C:18]([NH:19][CH2:20][CH2:21][NH:22][C:23](=[O:25])[CH3:24])[C:13]=2[CH:12]=1. (2) The reactants are [CH3:1][O:2][CH2:3][CH:4]([NH:6][C:7]([C:9]1[CH:10]=[C:11]([C:18]2[CH:23]=[CH:22][C:21]([CH3:24])=[CH:20][CH:19]=2)[CH:12]=[C:13]([N+:15]([O-])=O)[CH:14]=1)=[O:8])[CH3:5].Cl[Sn]Cl. The catalyst is CO. The product is [CH3:1][O:2][CH2:3][CH:4]([NH:6][C:7]([C:9]1[CH:10]=[C:11]([C:18]2[CH:19]=[CH:20][C:21]([CH3:24])=[CH:22][CH:23]=2)[CH:12]=[C:13]([NH2:15])[CH:14]=1)=[O:8])[CH3:5]. The yield is 0.903. (3) The reactants are C1CO[C:8]2[CH:7]=[CH:6][C:5]([NH:11][C:12]3[C:17]([F:18])=[CH:16][N:15]=[C:14]([NH:19][C:20]4[CH:25]=[CH:24][CH:23]=[C:22](O)C=4)[N:13]=3)=[CH:4][C:3]=2[O:2]1.Cl[C:28]1N=C(NC2C=CC=C(O)C=2)C(F)=C[N:29]=1.N1C=CC=C(CN)C=1. No catalyst specified. The product is [F:18][C:17]1[C:12]([NH:11][C:5]2[CH:6]=[CH:7][CH:8]=[C:3]([OH:2])[CH:4]=2)=[N:13][C:14]([NH:19][CH2:20][C:25]2[CH:28]=[N:29][CH:22]=[CH:23][CH:24]=2)=[N:15][CH:16]=1. The yield is 0.620. (4) The reactants are [CH2:1]([O:3][CH:4]([O:19][CH2:20][CH3:21])[P:5]([CH:10]([CH3:18])[CH:11]([F:17])[C:12](OCC)=[O:13])([O:7][CH2:8][CH3:9])=[O:6])[CH3:2].[OH-].[NH4+:23]. The catalyst is C(O)C. The product is [NH2:23][C:12](=[O:13])[CH:11]([F:17])[CH:10]([P:5]([CH:4]([O:19][CH2:20][CH3:21])[O:3][CH2:1][CH3:2])(=[O:6])[O:7][CH2:8][CH3:9])[CH3:18]. The yield is 0.970. (5) The reactants are [Br:1][C:2]1[CH:7]=[CH:6][C:5]([CH:8]([C:18]2[CH:23]=[CH:22][CH:21]=[C:20]([O:24][CH3:25])[CH:19]=2)[CH2:9][NH:10][C:11](=[O:17])[CH2:12][CH2:13][C:14](O)=[O:15])=[CH:4][CH:3]=1.C(Cl)(=O)C. The catalyst is CCOC(C)=O. The product is [Br:1][C:2]1[CH:3]=[CH:4][C:5]([CH:8]([C:18]2[CH:23]=[CH:22][CH:21]=[C:20]([O:24][CH3:25])[CH:19]=2)[CH2:9][N:10]2[C:11](=[O:17])[CH2:12][CH2:13][C:14]2=[O:15])=[CH:6][CH:7]=1. The yield is 0.750. (6) The reactants are Br[C:2]1[CH:7]=[CH:6][C:5]([N:8]2[C:12]([CH2:13][C@@H:14]3[CH2:18][CH2:17][N:16]([C:19]([CH:21]4[CH2:23][CH2:22]4)=[O:20])[CH2:15]3)=[N:11][NH:10][C:9]2=[O:24])=[C:4]([C:25]([F:28])([F:27])[F:26])[CH:3]=1.[C:29](=[O:32])([O-])[O-].[Cs+].[Cs+]. The catalyst is C1C=CC(P(C2C=CC=CC=2)[C-]2C=CC=C2)=CC=1.C1C=CC(P(C2C=CC=CC=2)[C-]2C=CC=C2)=CC=1.Cl[Pd]Cl.[Fe+2].ClCCl. The product is [O:32]1[C:29]2[CH:5]=[CH:6][C:7]([C:2]3[CH:7]=[CH:6][C:5]([N:8]4[C:12]([CH2:13][C@@H:14]5[CH2:18][CH2:17][N:16]([C:19]([CH:21]6[CH2:22][CH2:23]6)=[O:20])[CH2:15]5)=[N:11][NH:10][C:9]4=[O:24])=[C:4]([C:25]([F:28])([F:26])[F:27])[CH:3]=3)=[CH:2][C:3]=2[CH:4]=[CH:25]1. The yield is 0.410.